Dataset: Full USPTO retrosynthesis dataset with 1.9M reactions from patents (1976-2016). Task: Predict the reactants needed to synthesize the given product. (1) Given the product [I:13][C:9]1[C:10]2[S:11][C:4]([CH2:3][N:2]([CH3:12])[CH3:1])=[CH:5][C:6]=2[NH:7][N:8]=1, predict the reactants needed to synthesize it. The reactants are: [CH3:1][N:2]([CH3:12])[CH2:3][C:4]1[S:11][C:10]2[CH:9]=[N:8][NH:7][C:6]=2[CH:5]=1.[I:13]I.[OH-].[K+].S(=O)(O)[O-].[Na+]. (2) Given the product [CH3:29][O:28][C:25]1[CH:26]=[CH:27][C:22]([C:20]#[C:19][C:16]2[CH:17]=[CH:18][C:3]([CH:1]=[O:7])=[CH:14][CH:15]=2)=[CH:23][CH:24]=1, predict the reactants needed to synthesize it. The reactants are: [C:1]([OH:7])([C:3](F)(F)F)=O.C(Cl)(=O)C.BrC1[CH:18]=[CH:17][C:16]([CH2:19][C:20]([C:22]2[CH:27]=[CH:26][C:25]([O:28][CH3:29])=[CH:24][CH:23]=2)=O)=[CH:15][CH:14]=1. (3) Given the product [C:79]([O:83][C:84]([NH:86][CH2:87][C:88]1[CH:112]=[CH:111][C:91]([CH2:92][O:93][C:94]2[CH:99]=[CH:98][C:97]([C:100]([OH:110])([C:104]3[CH:109]=[CH:108][CH:107]=[CH:106][CH:105]=3)[C:101]([O:103][CH2:138][CH:135]3[CH2:134][CH2:133][N:132]([CH2:125][C:126]4[CH:131]=[CH:130][CH:129]=[CH:128][CH:127]=4)[CH2:137][CH2:136]3)=[O:102])=[CH:96][CH:95]=2)=[CH:90][CH:89]=1)=[O:85])([CH3:82])([CH3:80])[CH3:81], predict the reactants needed to synthesize it. The reactants are: C(OC1C=CC([C@@H](O[Si](C(C)(C)C)(C)C)CN(C(OC(C)(C)C)=O)CCCCNC(C2C=C(C(O)(C3C=CC=CC=3)C(OCC3CCN(C(OCC4C=CC=CC=4)=O)CC3)=O)C=CC=2)=O)=C2C=1NC(=O)C=C2)C1C=CC=CC=1.[C:79]([O:83][C:84]([NH:86][CH2:87][C:88]1[CH:112]=[CH:111][C:91]([CH2:92][O:93][C:94]2[CH:99]=[CH:98][C:97]([C:100]([OH:110])([C:104]3[CH:109]=[CH:108][CH:107]=[CH:106][CH:105]=3)[C:101]([OH:103])=[O:102])=[CH:96][CH:95]=2)=[CH:90][CH:89]=1)=[O:85])([CH3:82])([CH3:81])[CH3:80].C1N=CN(C(N2C=NC=C2)=O)C=1.[CH2:125]([N:132]1[CH2:137][CH2:136][CH:135]([CH2:138]O)[CH2:134][CH2:133]1)[C:126]1[CH:131]=[CH:130][CH:129]=[CH:128][CH:127]=1. (4) Given the product [C:1]1([CH3:21])[CH:6]=[CH:5][C:4]([C:7]2[O:8][C:9]([C:17]([F:20])([F:19])[F:18])=[C:10]([CH2:12][CH2:13][CH2:14][C:15]([O:24][CH3:23])=[O:22])[N:11]=2)=[CH:3][CH:2]=1, predict the reactants needed to synthesize it. The reactants are: [C:1]1([CH3:21])[CH:6]=[CH:5][C:4]([C:7]2[O:8][C:9]([C:17]([F:20])([F:19])[F:18])=[C:10]([CH2:12][CH2:13][CH2:14][C:15]#N)[N:11]=2)=[CH:3][CH:2]=1.[OH2:22].[CH3:23][OH:24]. (5) Given the product [F:1][C:2]1[CH:7]=[CH:6][C:5]([S:8]([NH:11][C:12]2([C:15]([OH:17])=[O:16])[CH2:14][CH2:13]2)(=[O:9])=[O:10])=[CH:4][CH:3]=1, predict the reactants needed to synthesize it. The reactants are: [F:1][C:2]1[CH:7]=[CH:6][C:5]([S:8]([NH:11][C:12]2([C:15]([O:17]C)=[O:16])[CH2:14][CH2:13]2)(=[O:10])=[O:9])=[CH:4][CH:3]=1.O.O[Li].O. (6) Given the product [Cl:32][C:31]1[C:26]2[N:25]=[C:24]([CH3:33])[N:23]([C:17]3[CH:18]=[C:19]([O:22][C:2]4[CH:7]=[CH:6][CH:5]=[C:4]([S:8]([C:11]([F:14])([F:13])[F:12])(=[O:10])=[O:9])[CH:3]=4)[CH:20]=[CH:21][C:16]=3[Cl:15])[C:27]=2[CH:28]=[CH:29][CH:30]=1, predict the reactants needed to synthesize it. The reactants are: F[C:2]1[CH:7]=[CH:6][CH:5]=[C:4]([S:8]([C:11]([F:14])([F:13])[F:12])(=[O:10])=[O:9])[CH:3]=1.[Cl:15][C:16]1[CH:21]=[CH:20][C:19]([OH:22])=[CH:18][C:17]=1[N:23]1[C:27]2[CH:28]=[CH:29][CH:30]=[C:31]([Cl:32])[C:26]=2[N:25]=[C:24]1[CH3:33]. (7) Given the product [C:1]([N:4]1[CH2:9][CH2:8][CH:7]([I:13])[CH2:6][CH2:5]1)(=[O:3])[CH3:2], predict the reactants needed to synthesize it. The reactants are: [C:1]([N:4]1[CH2:9][CH2:8][CH:7](C(O)=O)[CH2:6][CH2:5]1)(=[O:3])[CH3:2].[I:13]N1C(C)(C)C(=O)N(C)C1=O.